This data is from Forward reaction prediction with 1.9M reactions from USPTO patents (1976-2016). The task is: Predict the product of the given reaction. Given the reactants C([O:3][C:4]([C:6]1[CH:7]=[N:8][N:9]([C:11]2[N:20](COCC[Si](C)(C)C)[C:19](=[O:29])[C:18]3[C:13](=[CH:14][CH:15]=[C:16](I)[CH:17]=3)[N:12]=2)[CH:10]=1)=[O:5])C.[CH3:31][O:32][C:33]1[CH:38]=[CH:37][CH:36]=[CH:35][C:34]=1B(O)O, predict the reaction product. The product is: [CH3:31][O:32][C:33]1[CH:38]=[CH:37][CH:36]=[CH:35][C:34]=1[C:16]1[CH:17]=[C:18]2[C:13](=[CH:14][CH:15]=1)[N:12]=[C:11]([N:9]1[CH:10]=[C:6]([C:4]([OH:3])=[O:5])[CH:7]=[N:8]1)[NH:20][C:19]2=[O:29].